Dataset: Full USPTO retrosynthesis dataset with 1.9M reactions from patents (1976-2016). Task: Predict the reactants needed to synthesize the given product. The reactants are: [NH2:1][C:2]1[CH:7]=[CH:6][C:5]([CH:8]([CH3:16])[C:9]([O:11][C:12]([CH3:15])([CH3:14])[CH3:13])=[O:10])=[CH:4][C:3]=1[Br:17].Br[CH2:19][C:20]1[CH:29]=[CH:28][CH:27]=[CH:26][C:21]=1[C:22]([O:24][CH3:25])=[O:23].C(N(C(C)C)CC)(C)C. Given the product [Br:17][C:3]1[CH:4]=[C:5]([CH:8]([CH3:16])[C:9]([O:11][C:12]([CH3:13])([CH3:15])[CH3:14])=[O:10])[CH:6]=[CH:7][C:2]=1[NH:1][CH2:19][C:20]1[CH:29]=[CH:28][CH:27]=[CH:26][C:21]=1[C:22]([O:24][CH3:25])=[O:23], predict the reactants needed to synthesize it.